Dataset: TCR-epitope binding with 47,182 pairs between 192 epitopes and 23,139 TCRs. Task: Binary Classification. Given a T-cell receptor sequence (or CDR3 region) and an epitope sequence, predict whether binding occurs between them. (1) The epitope is PKYVKQNTLKLAT. The TCR CDR3 sequence is CASSSPTSGSLQYEQYF. Result: 1 (the TCR binds to the epitope). (2) The epitope is DATYQRTRALVR. The TCR CDR3 sequence is CASSQTTSGGYEQFF. Result: 0 (the TCR does not bind to the epitope). (3) The epitope is QVPLRPMTYK. The TCR CDR3 sequence is CASSQVVGASYEQYF. Result: 0 (the TCR does not bind to the epitope). (4) The epitope is KLWAQCVQL. The TCR CDR3 sequence is CASSLMWGSYEQYF. Result: 1 (the TCR binds to the epitope). (5) The epitope is SSTFNVPMEKLK. The TCR CDR3 sequence is CASSEDRGNQPQHF. Result: 0 (the TCR does not bind to the epitope). (6) The epitope is FLYALALLL. The TCR CDR3 sequence is CASSAQGGNYGYTF. Result: 1 (the TCR binds to the epitope). (7) The epitope is TTLPVNVAF. The TCR CDR3 sequence is CAISIGTGELFF. Result: 0 (the TCR does not bind to the epitope).